This data is from Human Reference Interactome with 51,813 positive PPI pairs across 8,248 proteins, plus equal number of experimentally-validated negative pairs. The task is: Binary Classification. Given two protein amino acid sequences, predict whether they physically interact or not. (1) Protein 1 (ENSG00000137563) has sequence MASPGCLLCVLGLLLCGAASLELSRPHGDTAKKPIIGILMQKCRNKVMKNYGRYYIAASYVKYLESAGARVVPVRLDLTEKDYEILFKSINGILFPGGSVDLRRSDYAKVAKIFYNLSIQSFDDGDYFPVWGTCLGFEELSLLISGECLLTATDTVDVAMPLNFTGGQLHSRMFQNFPTELLLSLAVEPLTANFHKWSLSVKNFTMNEKLKKFFNVLTTNTDGKIEFISTMEGYKYPVYGVQWHPEKAPYEWKNLDGISHAPNAVKTAFYLAEFFVNEARKNNHHFKSESEEEKALIYQF.... Protein 2 (ENSG00000175928) has sequence MARMSFVIAACQLVLGLLMTSLTESSIQNSECPQLCVCEIRPWFTPQSTYREATTVDCNDLRLTRIPSNLSSDTQVLLLQSNNIAKTVDELQQLFNLTELDFSQNNFTNIKEVGLANLTQLTTLHLEENQITEMTDYCLQDLSNLQELYINHNQISTISAHAFAGLKNLLRLHLNSNKLKVIDSRWFDSTPNLEILMIGENPVIGILDMNFKPLANLRSLVLAGMYLTDIPGNALVGLDSLESLSFYDNKLVKVPQLALQKVPNLKFLDLNKNPIHKIQEGDFKNMLRLKELGINNMGEL.... Result: 0 (the proteins do not interact). (2) Protein 1 (ENSG00000205922) has sequence MELSLESLGGLHSVAHAQAGELLSPGHARSAAAQHRGLVAPGRPGLVAGMASLLDGGGGGGGGGAGGAGGAGSAGGGADFRGELAGPLHPAMGMACEAPGLGGTYTTLTPLQHLPPLAAVADKFHQHAAAAAVAGAHGGHPHAHPHPAAAPPPPPPPQRLAASVSGSFTLMRDERAALASVGHLYGPYGKELPAMGSPLSPLPNALPPALHGAPQPPPPPPPPPLAAYGPPGHLAGDKLLPPAAFEPHAALLGRAEDALARGLPGGGGGTGSGGAGSGSAAGLLAPLGGLAAAGAHGPHG.... Protein 2 (ENSG00000183785) has sequence MIDLEPTVVDEVRAGTYRQLFHPEQLITGKEDAANNYARGHYTVGKESIDLVLDRIRKLTDACSGLQGFLIFHSFGGGTGSGFTSLLMERLSLDYGKKSKLEFAIYPAPQVSTAVVEPYNSILTTHTTLEHSDCAFMVDNEAIYDICRRNLDIERPTYTNLNRLISQIVSSITASLRFDGALNVDLTEFQTNLVPYPRIHFPLVTYAPIISAEKAYHEQLSVAEITSSCFEPNSQMVKCDPRHGKYMACCMLYRGDVVPKDVNVAIAAIKTKRTIQFVDWCPTGFKVGINYQPPTVVPGG.... Result: 0 (the proteins do not interact).